This data is from Full USPTO retrosynthesis dataset with 1.9M reactions from patents (1976-2016). The task is: Predict the reactants needed to synthesize the given product. Given the product [NH2:1][C@H:2]([C:7]([N:9]1[CH2:23][CH2:22][CH2:21][C@H:10]1[C:11]([O:13][CH2:14][C:15]1[CH:16]=[CH:17][CH:18]=[CH:19][CH:20]=1)=[O:12])=[O:8])[CH2:3][CH:4]([CH3:5])[CH3:6], predict the reactants needed to synthesize it. The reactants are: [NH:1](C(OC(C)(C)C)=O)[C@H:2]([C:7]([N:9]1[CH2:23][CH2:22][CH2:21][C@H:10]1[C:11]([O:13][CH2:14][C:15]1[CH:20]=[CH:19][CH:18]=[CH:17][CH:16]=1)=[O:12])=[O:8])[CH2:3][CH:4]([CH3:6])[CH3:5].Cl.CCOC(C)=O.